The task is: Predict the reaction yield, written as a fraction of the theoretical maximum amount of product (1.0 means a 100% yield; for example, 0.34 means a 34% yield).. This data is from Reaction yield outcomes from USPTO patents with 853,638 reactions. (1) The reactants are [NH2:1][C:2]1[N:7]=[CH:6][N:5]=[C:4]2[N:8]([CH2:12][C:13]3[O:14][C:15]4[C:20]([C:21](=[O:29])[C:22]=3[C:23]3[CH:28]=[CH:27][CH:26]=[CH:25][CH:24]=3)=[CH:19][CH:18]=[CH:17][CH:16]=4)[N:9]=[C:10](I)[C:3]=12.[NH:30]1[C:38]2[CH:37]=[CH:36][CH:35]=[C:34](B3OC(C)(C)C(C)(C)O3)[C:33]=2[CH:32]=[N:31]1.C(=O)([O-])[O-].[Na+].[Na+].ClCCl. The catalyst is CN(C=O)C.C(O)C.O. The yield is 0.0800. The product is [NH2:1][C:2]1[N:7]=[CH:6][N:5]=[C:4]2[N:8]([CH2:12][C:13]3[O:14][C:15]4[C:20]([C:21](=[O:29])[C:22]=3[C:23]3[CH:28]=[CH:27][CH:26]=[CH:25][CH:24]=3)=[CH:19][CH:18]=[CH:17][CH:16]=4)[N:9]=[C:10]([C:34]3[CH:35]=[CH:36][CH:37]=[C:38]4[C:33]=3[CH:32]=[N:31][NH:30]4)[C:3]=12. (2) The reactants are [F:1][C:2]1[CH:3]=[C:4]2[C:8](=[CH:9][CH:10]=1)[NH:7][N:6]=[C:5]2[I:11].O[C@H:13]1[CH2:17][CH2:16][O:15][CH2:14]1. No catalyst specified. The product is [F:1][C:2]1[CH:3]=[C:4]2[C:8](=[CH:9][CH:10]=1)[N:7]([C@@H:13]1[CH2:17][CH2:16][O:15][CH2:14]1)[N:6]=[C:5]2[I:11]. The yield is 0.560. (3) The reactants are C1C([N+]([O-])=O)=CC=C([Cl-][C:11]([O-])=[O:12])C=1.[F:14][C:15]([F:26])([F:25])[O:16][C:17]1[CH:24]=[CH:23][C:20]([CH2:21][OH:22])=[CH:19][CH:18]=1.N1C=CC=CC=1.[N+](C1C=CC(NC(=O)[O-])=CC=1)([O-])=O.Cl.[Cl:47][C:48]1[CH:49]=[C:50]([CH2:54][CH2:55][NH:56][C:57]([C:59]2[N:60]=[C:61]([CH2:64][NH2:65])[S:62][CH:63]=2)=[O:58])[CH:51]=[CH:52][CH:53]=1.CCN(C(C)C)C(C)C. The catalyst is CN(C1C=CN=CC=1)C.[Cl-].[NH4+].CN(C=O)C.O.CCOC(C)=O.C(Cl)Cl. The product is [F:14][C:15]([F:25])([F:26])[O:16][C:17]1[CH:24]=[CH:23][C:20]([CH2:21][O:22][C:11](=[O:12])[NH:65][CH2:64][C:61]2[S:62][CH:63]=[C:59]([C:57](=[O:58])[NH:56][CH2:55][CH2:54][C:50]3[CH:51]=[CH:52][CH:53]=[C:48]([Cl:47])[CH:49]=3)[N:60]=2)=[CH:19][CH:18]=1. The yield is 0.500. (4) The reactants are [C:1]1([C:26]2[CH:31]=[CH:30][CH:29]=[CH:28][CH:27]=2)[CH:6]=[CH:5][C:4]([C:7]2[O:8][C:9]([CH3:25])=[C:10]([CH2:12][CH2:13][O:14]S(C3C=CC(C)=CC=3)(=O)=O)[N:11]=2)=[CH:3][CH:2]=1.[CH2:32]([O:34][C:35](=[O:47])[C:36]([O:39][C:40]1[CH:45]=[CH:44][C:43](O)=[CH:42][CH:41]=1)([CH3:38])[CH3:37])[CH3:33].C([O-])([O-])=O.[Cs+].[Cs+]. The catalyst is CN(C=O)C. The product is [CH2:32]([O:34][C:35](=[O:47])[C:36]([CH3:38])([O:39][C:40]1[CH:45]=[CH:44][C:43]([O:14][CH2:13][CH2:12][C:10]2[N:11]=[C:7]([C:4]3[CH:5]=[CH:6][C:1]([C:26]4[CH:31]=[CH:30][CH:29]=[CH:28][CH:27]=4)=[CH:2][CH:3]=3)[O:8][C:9]=2[CH3:25])=[CH:42][CH:41]=1)[CH3:37])[CH3:33]. The yield is 0.470. (5) The reactants are Cl[C:2]1[C:11]2[C:6](=[CH:7][C:8]([O:14][CH3:15])=[C:9]([O:12][CH3:13])[CH:10]=2)[N:5]=[CH:4][CH:3]=1.[Cl:16][C:17]1[CH:38]=[C:37]([F:39])[CH:36]=[CH:35][C:18]=1[CH2:19][N:20]1[C:25](=[O:26])[C:24]([C:27]2[CH:32]=[CH:31][C:30]([OH:33])=[C:29]([F:34])[CH:28]=2)=[CH:23][N:22]=[CH:21]1. No catalyst specified. The product is [Cl:16][C:17]1[CH:38]=[C:37]([F:39])[CH:36]=[CH:35][C:18]=1[CH2:19][N:20]1[C:25](=[O:26])[C:24]([C:27]2[CH:32]=[CH:31][C:30]([O:33][C:2]3[C:11]4[C:6](=[CH:7][C:8]([O:14][CH3:15])=[C:9]([O:12][CH3:13])[CH:10]=4)[N:5]=[CH:4][CH:3]=3)=[C:29]([F:34])[CH:28]=2)=[CH:23][N:22]=[CH:21]1. The yield is 0.0220. (6) The reactants are [Li+].[CH3:2][CH:3]([N-]C(C)C)C.[CH3:9][O:10][C:11](=[O:23])[CH2:12][C:13]1[CH:14]=[C:15]2[C:20](=[CH:21][CH:22]=1)[N:19]=[CH:18][CH:17]=[CH:16]2.BrCCBr. The catalyst is C1COCC1. The product is [CH3:9][O:10][C:11]([C:12]1([C:13]2[CH:14]=[C:15]3[C:20](=[CH:21][CH:22]=2)[N:19]=[CH:18][CH:17]=[CH:16]3)[CH2:3][CH2:2]1)=[O:23]. The yield is 0.200. (7) The reactants are [Mg].II.Br[C:5]1[S:6][CH:7]=[CH:8][CH:9]=1.[C:10]([O:14][C:15]([N:17]1[CH2:22][CH2:21][C:20](C#N)([N:23]([CH3:25])[CH3:24])[CH2:19][CH2:18]1)=[O:16])([CH3:13])([CH3:12])[CH3:11].[NH4+].[Cl-]. The catalyst is C(OCC)C.C1COCC1.CCOC(C)=O.CCCCCC. The product is [C:10]([O:14][C:15]([N:17]1[CH2:18][CH2:19][C:20]([N:23]([CH3:25])[CH3:24])([C:5]2[S:6][CH:7]=[CH:8][CH:9]=2)[CH2:21][CH2:22]1)=[O:16])([CH3:13])([CH3:12])[CH3:11]. The yield is 0.250.